Dataset: Reaction yield outcomes from USPTO patents with 853,638 reactions. Task: Predict the reaction yield, written as a fraction of the theoretical maximum amount of product (1.0 means a 100% yield; for example, 0.34 means a 34% yield). (1) The reactants are Cl.[NH:2]1[CH2:7][CH2:6][CH2:5][CH:4]([C:8]2[CH:23]=[CH:22][C:11]([O:12][C:13]3[CH:21]=[CH:20][C:16]([C:17]([NH2:19])=[O:18])=[CH:15][N:14]=3)=[CH:10][CH:9]=2)[CH2:3]1.[CH:24]1([CH:30]=O)[CH2:29][CH2:28][CH2:27][CH2:26][CH2:25]1.[BH4-].[Na+]. No catalyst specified. The product is [CH:24]1([CH2:30][N:2]2[CH2:7][CH2:6][CH2:5][CH:4]([C:8]3[CH:9]=[CH:10][C:11]([O:12][C:13]4[CH:21]=[CH:20][C:16]([C:17]([NH2:19])=[O:18])=[CH:15][N:14]=4)=[CH:22][CH:23]=3)[CH2:3]2)[CH2:29][CH2:28][CH2:27][CH2:26][CH2:25]1. The yield is 0.190. (2) The reactants are Br[C:2]1[CH:3]=[C:4]([CH:8]([C:23]2([OH:29])[CH2:28][CH2:27][CH2:26][CH2:25][CH2:24]2)[CH2:9][N:10]2[CH2:15][CH2:14][N:13]([C:16]([O:18][C:19]([CH3:22])([CH3:21])[CH3:20])=[O:17])[CH2:12][CH2:11]2)[CH:5]=[CH:6][CH:7]=1.[CH2:30]([Sn](CCCC)(CCCC)C=C)[CH2:31]CC. The catalyst is C1(C)C=CC=CC=1.C1C=CC([P]([Pd]([P](C2C=CC=CC=2)(C2C=CC=CC=2)C2C=CC=CC=2)([P](C2C=CC=CC=2)(C2C=CC=CC=2)C2C=CC=CC=2)[P](C2C=CC=CC=2)(C2C=CC=CC=2)C2C=CC=CC=2)(C2C=CC=CC=2)C2C=CC=CC=2)=CC=1. The product is [OH:29][C:23]1([CH:8]([C:4]2[CH:5]=[CH:6][CH:7]=[C:2]([CH:30]=[CH2:31])[CH:3]=2)[CH2:9][N:10]2[CH2:15][CH2:14][N:13]([C:16]([O:18][C:19]([CH3:22])([CH3:21])[CH3:20])=[O:17])[CH2:12][CH2:11]2)[CH2:28][CH2:27][CH2:26][CH2:25][CH2:24]1. The yield is 0.900. (3) The reactants are [CH3:1][NH:2][C:3]1[C:4]2[N:16]=[C:15]([NH:17][CH2:18][CH2:19][CH3:20])[N:14]=[C:13]([NH:21][CH3:22])[C:5]=2[N:6]=[C:7]([NH:9][CH2:10][CH2:11][CH3:12])[N:8]=1.[ClH:23].C(OCC)C.Cl.CNC1N=C(NCCC)C2N=C(NC)N=C(NCCC)C=2N=1. The catalyst is C(OCC)C.O1CCOCC1. The product is [ClH:23].[CH3:22][NH:21][C:13]1[C:5]2[N:6]=[C:7]([NH:9][CH2:10][CH2:11][CH3:12])[N:8]=[C:3]([NH:2][CH3:1])[C:4]=2[N:16]=[C:15]([NH:17][CH2:18][CH2:19][CH3:20])[N:14]=1. The yield is 0.880.